From a dataset of Reaction yield outcomes from USPTO patents with 853,638 reactions. Predict the reaction yield, written as a fraction of the theoretical maximum amount of product (1.0 means a 100% yield; for example, 0.34 means a 34% yield). (1) The reactants are Cl.[C:2]1([C@@H:8]2[NH:13][CH2:12][C:11](=[O:14])[O:10][CH2:9]2)[CH:7]=[CH:6][CH:5]=[CH:4][CH:3]=1.C(=O)(O)[O-].[Na+]. The catalyst is C(OCC)(=O)C. The product is [C:2]1([C@@H:8]2[NH:13][CH2:12][C:11](=[O:14])[O:10][CH2:9]2)[CH:3]=[CH:4][CH:5]=[CH:6][CH:7]=1. The yield is 0.860. (2) The reactants are [F:1][C:2]1[CH:22]=[CH:21][C:5]([CH2:6][NH:7][C@@H:8]2[CH:14]3[CH2:15][CH2:16][CH:10]([CH:11]4[CH:13]3[CH2:12]4)[C@@H:9]2[C:17](OC)=[O:18])=[CH:4][CH:3]=1.[CH3:23][S:24]([NH:27][C:28]1[CH:43]=[CH:42][C:31]2[NH:32][C:33]([CH2:38][C:39](O)=[O:40])=[N:34][S:35](=[O:37])(=[O:36])[C:30]=2[CH:29]=1)(=[O:26])=[O:25].CN1CCOCC1.Cl.CN(C)CCCN=C=NCC.C(N(CC)CC)C. The catalyst is CN(C)C=O.C(OCC)(=O)C. The product is [F:1][C:2]1[CH:3]=[CH:4][C:5]([CH2:6][N:7]2[C:39](=[O:40])[C:38]([C:33]3[NH:32][C:31]4[CH:42]=[CH:43][C:28]([NH:27][S:24]([CH3:23])(=[O:26])=[O:25])=[CH:29][C:30]=4[S:35](=[O:37])(=[O:36])[N:34]=3)=[C:17]([OH:18])[C@@H:9]3[C@H:8]2[CH:14]2[CH2:15][CH2:16][CH:10]3[CH:11]3[CH:13]2[CH2:12]3)=[CH:21][CH:22]=1. The yield is 0.820. (3) The reactants are [N+:1]([C:4]1[CH:26]=[CH:25][C:7]([O:8][C:9]2[CH:14]=[CH:13][N:12]=[C:11]3[CH:15]=[C:16]([C:18]4[CH:23]=[CH:22][C:21]([OH:24])=[CH:20][CH:19]=4)[S:17][C:10]=23)=[CH:6][CH:5]=1)([O-])=O.NC1C=CC(OC2C=CN=C3C=C(C4C=CC(O)=CC=4)SC=23)=C(F)C=1. No catalyst specified. The product is [NH2:1][C:4]1[CH:26]=[CH:25][C:7]([O:8][C:9]2[CH:14]=[CH:13][N:12]=[C:11]3[CH:15]=[C:16]([C:18]4[CH:23]=[CH:22][C:21]([OH:24])=[CH:20][CH:19]=4)[S:17][C:10]=23)=[CH:6][CH:5]=1. The yield is 0.830. (4) The reactants are [Cl:1][C:2]1[CH:7]=[CH:6][C:5]([C:8]2([C:11](O)=[O:12])[CH2:10][CH2:9]2)=[CH:4][CH:3]=1.Cl.CNOC.F[P-](F)(F)(F)(F)F.N1(O[P+](N2CCCC2)(N2CCCC2)N2CCCC2)C2C=CC=CC=2N=N1.C(N(CC)CC)C. The catalyst is ClCCl. The product is [Cl:1][C:2]1[CH:3]=[CH:4][C:5]([C:8]2([CH:11]=[O:12])[CH2:9][CH2:10]2)=[CH:6][CH:7]=1. The yield is 0.637. (5) The product is [CH2:12]([N:19]1[CH2:24][CH2:23][CH:22]([C:25](=[O:26])[CH2:1][C:2]2[CH:7]=[CH:6][CH:5]=[CH:4][C:3]=2[O:8][CH3:9])[CH2:21][CH2:20]1)[C:13]1[CH:18]=[CH:17][CH:16]=[CH:15][CH:14]=1. The yield is 0.160. The catalyst is CO.C(OCC)(=O)C. The reactants are [CH:1](=O)[C:2]1[C:3]([O:8][CH3:9])=[CH:4][CH:5]=[CH:6][CH:7]=1.[K].[CH2:12]([N:19]1[CH2:24][CH2:23][CH:22]([CH:25]=[O:26])[CH2:21][CH2:20]1)[C:13]1[CH:18]=[CH:17][CH:16]=[CH:15][CH:14]=1.O.